Dataset: Forward reaction prediction with 1.9M reactions from USPTO patents (1976-2016). Task: Predict the product of the given reaction. (1) Given the reactants [C:1]1([C@H:7]([NH2:9])[CH3:8])[CH:6]=[CH:5][CH:4]=[CH:3][CH:2]=1.C[Al](C)C.[F:14][C:15]1([F:22])[CH2:21][CH2:20][CH2:19][CH:18]2[CH:16]1[O:17]2.[F-].[Na+], predict the reaction product. The product is: [F:14][C:15]1([F:22])[CH2:21][CH2:20][CH2:19][C@@H:18]([NH:9][C@@H:7]([C:1]2[CH:6]=[CH:5][CH:4]=[CH:3][CH:2]=2)[CH3:8])[C@@H:16]1[OH:17]. (2) Given the reactants Cl[C:2]1[CH:11]=[CH:10][N:9]=[C:8]2[C:3]=1[C:4]1C=CC=C[C:5]=1[C:6](=[O:12])[NH:7]2.Cl.CCOCC.Cl.[OH:24][C:25]1[CH:30]=[CH:29][C:28]([NH:31][C:32](=[O:39])[C:33]2[CH:38]=[CH:37][CH:36]=[CH:35][CH:34]=2)=[CH:27][CH:26]=1, predict the reaction product. The product is: [O:12]=[C:6]1[NH:7][C:8]2[N:9]=[CH:10][CH:11]=[C:2]([O:24][C:25]3[CH:30]=[CH:29][C:28]([NH:31][C:32](=[O:39])[C:33]4[CH:38]=[CH:37][CH:36]=[CH:35][CH:34]=4)=[CH:27][CH:26]=3)[C:3]=2[CH:4]=[CH:5]1. (3) Given the reactants [OH:1][N:2]=[C:3]1[C:7]([CH3:14])([C:8]2[CH:13]=[CH:12][CH:11]=[CH:10][CH:9]=2)[S:6][C:5](=[S:15])[N:4]1[NH:16][C:17]1[CH:22]=[CH:21][CH:20]=[CH:19][CH:18]=1.C(N(CC)CC)C.[Cl:30][C:31]1[CH:32]=[C:33]([N:38]=[C:39]=[O:40])[CH:34]=[CH:35][C:36]=1[Cl:37], predict the reaction product. The product is: [Cl:30][C:31]1[CH:32]=[C:33]([NH:38][C:39]([O:1][N:2]=[C:3]2[C:7]([CH3:14])([C:8]3[CH:9]=[CH:10][CH:11]=[CH:12][CH:13]=3)[S:6][C:5](=[S:15])[N:4]2[NH:16][C:17]2[CH:22]=[CH:21][CH:20]=[CH:19][CH:18]=2)=[O:40])[CH:34]=[CH:35][C:36]=1[Cl:37]. (4) The product is: [NH2:5][CH:4]([CH2:3][C:2]([OH:6])([CH2:12][C:13]1[C:21]2[C:16](=[CH:17][CH:18]=[CH:19][CH:20]=2)[NH:15][CH:14]=1)[CH3:1])[C:7]([OH:9])=[O:8]. Given the reactants [CH3:1][C:2]1([CH2:12][C:13]2[C:21]3[C:16](=[CH:17][CH:18]=[CH:19][CH:20]=3)[NH:15][CH:14]=2)[O:6][N:5]=[C:4]([C:7]([O:9]CC)=[O:8])[CH2:3]1.N.[H][H], predict the reaction product. (5) Given the reactants [ClH:1].[CH3:2]/[C:3](/[CH2:12][CH2:13][CH:14]=[C:15]([CH3:17])[CH3:16])=[CH:4]\[CH2:5][CH2:6][C:7]([CH:9]1[CH2:11][CH2:10]1)=[CH2:8].[O-]S([O-])=O.[Na+].[Na+].C(OCC)(=O)C, predict the reaction product. The product is: [Cl:1][CH2:11][CH2:10]/[CH:9]=[C:7](\[CH3:8])/[CH2:6][CH2:5][CH:4]=[C:3]([CH3:2])[CH2:12][CH2:13][CH:14]=[C:15]([CH3:17])[CH3:16]. (6) Given the reactants [NH2:1][C:2]1[N:7]=[CH:6][N:5]=[C:4]2[N:8]([CH:12]([C:14]3[C:15]([O:34][CH3:35])=[C:16]([CH:23]4[CH2:26][N:25]([C:27]([NH:29]C(C)(C)C)=[O:28])[CH2:24]4)[C:17]([C:21]#[N:22])=[C:18]([Cl:20])[CH:19]=3)[CH3:13])[N:9]=[C:10]([CH3:11])[C:3]=12, predict the reaction product. The product is: [NH2:1][C:2]1[N:7]=[CH:6][N:5]=[C:4]2[N:8]([CH:12]([C:14]3[C:15]([O:34][CH3:35])=[C:16]([CH:23]4[CH2:26][N:25]([C:27]([NH2:29])=[O:28])[CH2:24]4)[C:17]([C:21]#[N:22])=[C:18]([Cl:20])[CH:19]=3)[CH3:13])[N:9]=[C:10]([CH3:11])[C:3]=12.